This data is from Reaction yield outcomes from USPTO patents with 853,638 reactions. The task is: Predict the reaction yield, written as a fraction of the theoretical maximum amount of product (1.0 means a 100% yield; for example, 0.34 means a 34% yield). (1) The reactants are O/[CH:2]=[C:3](\[CH2:8][C:9]1[CH:10]=[N:11][CH:12]=[N:13][CH:14]=1)/[C:4]([O:6]C)=O.OS(C(F)(F)F)(=O)=O.[C:23](=[NH:46])([O:25][CH2:26][CH2:27][C:28]1[CH:33]=[CH:32][C:31]([O:34][C:35]2[CH:40]=[CH:39][C:38]([Cl:41])=[C:37]([C:42]([F:45])([F:44])[F:43])[CH:36]=2)=[CH:30][CH:29]=1)[NH2:24].C([O-])([O-])=O.[K+].[K+]. The catalyst is CN1C(=O)CCC1. The product is [Cl:41][C:38]1[CH:39]=[CH:40][C:35]([O:34][C:31]2[CH:32]=[CH:33][C:28]([CH2:27][CH2:26][O:25][C:23]3[NH:46][CH:2]=[C:3]([CH2:8][C:9]4[CH:10]=[N:11][CH:12]=[N:13][CH:14]=4)[C:4](=[O:6])[N:24]=3)=[CH:29][CH:30]=2)=[CH:36][C:37]=1[C:42]([F:43])([F:44])[F:45]. The yield is 0.249. (2) The reactants are Cl[C:2]1[C:7]([C:8]([NH2:10])=[O:9])=[CH:6][N:5]=[C:4](Cl)C=1.[O:12]([C:19]1[CH:24]=[CH:23][C:22]([OH:25])=[CH:21][CH:20]=1)[C:13]1[CH:18]=[CH:17][CH:16]=[CH:15][CH:14]=1.[NH2:26][CH2:27][C:28]1([F:41])[CH2:33][CH2:32][N:31]([C:34]([O:36]C(C)(C)C)=O)[CH2:30][CH2:29]1.C(O)(=O)[CH:43]=[CH2:44].C(C1C=CC(C2CCN(C(OC(C)(C)C)=O)CC=2)=NC=1NC1C=CC(CCN2CCCC2)=CC=1)(=O)[NH2:48]. The product is [C:34]([N:31]1[CH2:30][CH2:29][C:28]([CH2:27][NH:26][C:4]2[N:5]=[C:6]([O:25][C:22]3[CH:21]=[CH:20][C:19]([O:12][C:13]4[CH:18]=[CH:17][CH:16]=[CH:15][CH:14]=4)=[CH:24][CH:23]=3)[C:7]([C:8]([NH2:10])=[O:9])=[CH:2][N:48]=2)([F:41])[CH2:33][CH2:32]1)(=[O:36])[CH:43]=[CH2:44]. The yield is 0.0960. No catalyst specified. (3) The reactants are F[C:2]1[CH:9]=[CH:8][C:7]([O:10][C:11]([F:14])([F:13])[F:12])=[CH:6][C:3]=1[C:4]#[N:5].[CH3:15][C:16]1[N:17]=[CH:18][NH:19][CH:20]=1.C(=O)([O-])[O-].[K+].[K+].FC(F)(F)OC1C=CC(N2C(C)=CN=C2)=C(C=1)C#N. No catalyst specified. The product is [F:12][C:11]([F:14])([F:13])[O:10][C:7]1[CH:8]=[CH:9][C:2]([N:19]2[CH:20]=[C:16]([CH3:15])[N:17]=[CH:18]2)=[C:3]([CH:6]=1)[C:4]#[N:5]. The yield is 1.00. (4) The yield is 0.520. The catalyst is C1COCC1.O.O.C1C=CC(/C=C/C(/C=C/C2C=CC=CC=2)=O)=CC=1.C1C=CC(/C=C/C(/C=C/C2C=CC=CC=2)=O)=CC=1.C1C=CC(/C=C/C(/C=C/C2C=CC=CC=2)=O)=CC=1.[Pd].[Pd]. The reactants are Br[C:2]1[N:7]=[C:6]([C:8]([O:10][CH3:11])=[O:9])[CH:5]=[CH:4][C:3]=1[F:12].[F:13][C:14]1[C:19]([CH:20]=[O:21])=[CH:18][CH:17]=[C:16]([F:22])[C:15]=1B(O)O.C(P(C(C)(C)C)C(C)(C)C)(C)(C)C.[F-].[K+]. The product is [F:13][C:14]1[C:19]([CH:20]=[O:21])=[CH:18][CH:17]=[C:16]([F:22])[C:15]=1[C:2]1[N:7]=[C:6]([C:8]([O:10][CH3:11])=[O:9])[CH:5]=[CH:4][C:3]=1[F:12]. (5) The reactants are [Br:1][C:2]1[CH:7]=[CH:6][C:5]([NH:8][C:9]([NH:11][NH:12][C:13](=O)[CH2:14][C@@H:15]2[CH2:19][CH2:18][N:17]([C:20]([CH:22]3[CH2:24][CH2:23]3)=[O:21])[CH2:16]2)=[O:10])=[C:4]([C:26]([F:29])([F:28])[F:27])[CH:3]=1.C(=O)([O-])[O-].[K+].[K+]. The catalyst is O. The product is [Br:1][C:2]1[CH:7]=[CH:6][C:5]([N:8]2[C:13]([CH2:14][C@@H:15]3[CH2:19][CH2:18][N:17]([C:20]([CH:22]4[CH2:24][CH2:23]4)=[O:21])[CH2:16]3)=[N:12][NH:11][C:9]2=[O:10])=[C:4]([C:26]([F:29])([F:28])[F:27])[CH:3]=1. The yield is 0.180. (6) The reactants are [CH3:1][N:2]1[C:6]2=[N:7][CH:8]=[C:9]([C:11]([OH:13])=O)[CH:10]=[C:5]2[CH:4]=[CH:3]1.F[C:15]1[C:20]([NH2:21])=[CH:19][CH:18]=[C:17]([F:22])[N:16]=1.CN(C=O)C.C([O-])([O-])=O.[K+].[K+]. The catalyst is C(Cl)Cl.N1C=CC=CC=1. The product is [F:22][C:17]1[N:16]=[C:15]2[O:13][C:11]([C:9]3[CH:10]=[C:5]4[CH:4]=[CH:3][N:2]([CH3:1])[C:6]4=[N:7][CH:8]=3)=[N:21][C:20]2=[CH:19][CH:18]=1. The yield is 0.130.